Dataset: Cav3 T-type calcium channel HTS with 100,875 compounds. Task: Binary Classification. Given a drug SMILES string, predict its activity (active/inactive) in a high-throughput screening assay against a specified biological target. (1) The molecule is O=C1N(C2CCCCC2)C(=O)c2c1cc(cc2)C(OC)=O. The result is 0 (inactive). (2) The compound is S(c1nnc(c2c1cccc2)Cc1ccccc1)c1ccccc1. The result is 0 (inactive).